From a dataset of Reaction yield outcomes from USPTO patents with 853,638 reactions. Predict the reaction yield, written as a fraction of the theoretical maximum amount of product (1.0 means a 100% yield; for example, 0.34 means a 34% yield). (1) The reactants are [CH3:1][S:2](Cl)(=[O:4])=[O:3].Cl.[Cl:7][CH2:8][CH2:9][NH2:10].[Cl:11][CH2:12][CH2:13]N.C(N(CC)CC)C. The catalyst is ClCCl.O1CCCC1. The product is [Cl:7][CH2:8][CH2:9][N:10]([CH2:13][CH2:12][Cl:11])[S:2]([CH3:1])(=[O:4])=[O:3]. The yield is 0.820. (2) The reactants are [N:1]1[CH:6]=[CH:5][CH:4]=[C:3]([C:7]2[CH:12]=[CH:11][C:10]([CH3:13])=[CH:9][CH:8]=2)[CH:2]=1.[O-:14][Mn](=O)(=O)=O.[K+].[OH2:20]. The catalyst is N1C=CC=CC=1. The product is [N:1]1[CH:6]=[CH:5][CH:4]=[C:3]([C:7]2[CH:8]=[CH:9][C:10]([C:13]([OH:14])=[O:20])=[CH:11][CH:12]=2)[CH:2]=1. The yield is 0.760.